Dataset: Forward reaction prediction with 1.9M reactions from USPTO patents (1976-2016). Task: Predict the product of the given reaction. The product is: [Cl:23][C:16]1[CH:17]=[C:18]([CH:21]=[CH:22][C:15]=1[NH:14][C:2]1[N:7]=[C:6]([NH:8][CH3:9])[C:5]([C:10]([F:13])([F:12])[F:11])=[CH:4][N:3]=1)[C:19]#[N:20]. Given the reactants Cl[C:2]1[N:7]=[C:6]([NH:8][CH3:9])[C:5]([C:10]([F:13])([F:12])[F:11])=[CH:4][N:3]=1.[NH2:14][C:15]1[CH:22]=[CH:21][C:18]([C:19]#[N:20])=[CH:17][C:16]=1[Cl:23].C(=O)([O-])[O-].[Cs+].[Cs+], predict the reaction product.